This data is from Forward reaction prediction with 1.9M reactions from USPTO patents (1976-2016). The task is: Predict the product of the given reaction. (1) Given the reactants [Cl:1][C:2]1[CH:10]=[C:9]2[C:5]([C:6]([C:11](=[O:16])[C:12]([F:15])([F:14])[F:13])=[CH:7][NH:8]2)=[CH:4][CH:3]=1.[H-].[Na+].[CH3:19][N:20]([CH2:22][C:23](Cl)=O)[CH3:21].CN(C=[O:30])C, predict the reaction product. The product is: [Cl:1][C:2]1[CH:10]=[C:9]2[C:5]([C:6]([C:11](=[O:16])[C:12]([F:13])([F:14])[F:15])=[CH:7][N:8]2[CH2:23][C:22]([N:20]([CH3:21])[CH3:19])=[O:30])=[CH:4][CH:3]=1. (2) Given the reactants [CH:1]1(CN2C(=O)C3NC(C4C=CC(COCCOCCOCCOCCOCCOCCOCCOCCOCCOC)=CC=4)=NC=3N(CC3CCCCC3)C2=O)CCCCC1.[CH:62]1([CH2:68][N:69]2[C:77](=[O:78])[C:76]3[N:75]=[C:74]([C:79]4[CH:89]=[CH:88][C:82](/[CH:83]=[CH:84]/[C:85]([OH:87])=[O:86])=[CH:81][CH:80]=4)[NH:73][C:72]=3[N:71]([CH2:90][CH:91]3[CH2:96][CH2:95][CH2:94][CH2:93][CH2:92]3)[C:70]2=[O:97])[CH2:67][CH2:66][CH2:65][CH2:64][CH2:63]1.C1(CN2C(=O)C3N=C(C4C=CC=C(/C=C/C(N5C=CN=C5)=O)C=4)NC=3N(CC3CCCCC3)C2=O)CCCCC1.C(=O)([O-])[O-].[K+].[K+], predict the reaction product. The product is: [CH3:1][O:86][C:85](=[O:87])/[CH:84]=[CH:83]/[C:82]1[CH:81]=[CH:80][C:79]([C:74]2[NH:73][C:72]3[N:71]([CH2:90][CH:91]4[CH2:92][CH2:93][CH2:94][CH2:95][CH2:96]4)[C:70](=[O:97])[N:69]([CH2:68][CH:62]4[CH2:63][CH2:64][CH2:65][CH2:66][CH2:67]4)[C:77](=[O:78])[C:76]=3[N:75]=2)=[CH:89][CH:88]=1. (3) Given the reactants [Cl:1][C:2]1[CH:28]=[CH:27][C:5]([CH2:6][N:7]2[C:15]3[C:10](=[CH:11][C:12]([CH:16]=[C:17]4[S:21][C:20](SCCC)=[N:19][C:18]4=[O:26])=[CH:13][CH:14]=3)[CH:9]=[N:8]2)=[C:4]([C:29]([F:32])([F:31])[F:30])[CH:3]=1.[C:33]1(=[O:41])[CH:37]2[CH2:38][NH:39][CH2:40][CH:36]2[CH2:35][O:34]1, predict the reaction product. The product is: [Cl:1][C:2]1[CH:28]=[CH:27][C:5]([CH2:6][N:7]2[C:15]3[C:10](=[CH:11][C:12]([CH:16]=[C:17]4[S:21][C:20]([N:39]5[CH2:40][CH:36]6[CH2:35][O:34][C:33](=[O:41])[CH:37]6[CH2:38]5)=[N:19][C:18]4=[O:26])=[CH:13][CH:14]=3)[CH:9]=[N:8]2)=[C:4]([C:29]([F:30])([F:32])[F:31])[CH:3]=1. (4) Given the reactants [CH2:1]([N:5]1[C:13]2[C:12](=[O:14])[NH:11][C:10]([Cl:15])=[N:9][C:8]=2[N:7]=[C:6]1[N:16]1[CH2:21][CH2:20][N:19](C(OC(C)(C)C)=O)[CH2:18][CH2:17]1)[C:2]#[C:3][CH3:4].[F:29][C:30]([F:35])([F:34])[C:31]([OH:33])=[O:32], predict the reaction product. The product is: [F:29][C:30]([F:35])([F:34])[C:31]([OH:33])=[O:32].[CH2:1]([N:5]1[C:13]2[C:12](=[O:14])[NH:11][C:10]([Cl:15])=[N:9][C:8]=2[N:7]=[C:6]1[N:16]1[CH2:21][CH2:20][NH:19][CH2:18][CH2:17]1)[C:2]#[C:3][CH3:4]. (5) Given the reactants [F:1][C:2]1[CH:3]=[C:4]([CH:12]=[C:13]([F:15])[CH:14]=1)[O:5][CH:6]1[CH2:11][CH2:10][CH2:9][O:8][CH2:7]1.[Li]CCCC.C(O[B:25]1[O:29][C:28]([CH3:31])([CH3:30])[C:27]([CH3:33])([CH3:32])[O:26]1)(C)C, predict the reaction product. The product is: [F:1][C:2]1[CH:3]=[C:4]([CH:12]=[C:13]([F:15])[C:14]=1[B:25]1[O:29][C:28]([CH3:31])([CH3:30])[C:27]([CH3:33])([CH3:32])[O:26]1)[O:5][CH:6]1[CH2:11][CH2:10][CH2:9][O:8][CH2:7]1. (6) Given the reactants [F:1][C:2]1[CH:7]=[CH:6][C:5](/[CH:8]=[CH:9]/[C:10](O)=[O:11])=[CH:4][C:3]=1[O:13][CH3:14].C(N(CC)CC)C.C1C=CC(P([N:36]=[N+:37]=[N-:38])(C2C=CC=CC=2)=O)=CC=1, predict the reaction product. The product is: [F:1][C:2]1[CH:7]=[CH:6][C:5](/[CH:8]=[CH:9]/[C:10]([N:36]=[N+:37]=[N-:38])=[O:11])=[CH:4][C:3]=1[O:13][CH3:14].